Dataset: Blood-brain barrier permeability classification from the B3DB database. Task: Regression/Classification. Given a drug SMILES string, predict its absorption, distribution, metabolism, or excretion properties. Task type varies by dataset: regression for continuous measurements (e.g., permeability, clearance, half-life) or binary classification for categorical outcomes (e.g., BBB penetration, CYP inhibition). Dataset: b3db_classification. (1) The drug is CNC1CCC(c2ccc(Cl)c(Cl)c2)c2ccccc21. The result is 1 (penetrates BBB). (2) The drug is C[C@@H](CN1C(=O)c2cccnc2Nc2ccccc21)N(C)C. The result is 1 (penetrates BBB). (3) The compound is CN1CCN(C(c2ccccc2)c2ccccc2)CC1. The result is 1 (penetrates BBB). (4) The molecule is COc1c(N2CCNC(C)C2)c(F)cc2c(=O)c(C(=O)O)cn(C3CC3)c12. The result is 0 (does not penetrate BBB). (5) The molecule is CC(=O)[C@]1(O)Cc2c(O)c3c(c(O)c2[C@@H](O[C@@H]2C[C@@H](N)[C@@H](O)[C@@H](C)O2)C1)C(=O)c1ccccc1C3=O. The result is 0 (does not penetrate BBB). (6) The molecule is COCCN1CC[C@]23c4c5ccc(O)c4O[C@H]2C(=O)CC[C@@]3(O)[C@H]1C5. The result is 1 (penetrates BBB).